This data is from Peptide-MHC class II binding affinity with 134,281 pairs from IEDB. The task is: Regression. Given a peptide amino acid sequence and an MHC pseudo amino acid sequence, predict their binding affinity value. This is MHC class II binding data. (1) The peptide sequence is LVKFVAGDGDVVAVD. The MHC is HLA-DPA10201-DPB10101 with pseudo-sequence HLA-DPA10201-DPB10101. The binding affinity (normalized) is 0.0760. (2) The peptide sequence is GKGTLDGQGKAVWGK. The MHC is DRB1_1602 with pseudo-sequence DRB1_1602. The binding affinity (normalized) is 0. (3) The peptide sequence is KGSNEKHLAVLVKYE. The MHC is DRB1_1602 with pseudo-sequence DRB1_1602. The binding affinity (normalized) is 0.469. (4) The peptide sequence is YRSLQPEEFAVVDLS. The MHC is HLA-DPA10103-DPB10301 with pseudo-sequence HLA-DPA10103-DPB10301. The binding affinity (normalized) is 0.401. (5) The peptide sequence is NSLLFIPDIKLAIDN. The MHC is DRB1_1101 with pseudo-sequence DRB1_1101. The binding affinity (normalized) is 0. (6) The peptide sequence is SMSDGEFESLFKCLS. The MHC is DRB1_0101 with pseudo-sequence DRB1_0101. The binding affinity (normalized) is 0.417.